The task is: Predict the reaction yield, written as a fraction of the theoretical maximum amount of product (1.0 means a 100% yield; for example, 0.34 means a 34% yield).. This data is from Reaction yield outcomes from USPTO patents with 853,638 reactions. The reactants are [N:1]1(C(OC(C)(C)C)=O)[CH2:6][CH2:5][NH:4][CH2:3][CH2:2]1.[CH2:14]([N:16]([CH2:19]C)CC)C.C[N:22](C)[S:23](Cl)(=[O:25])=[O:24].FC(F)(F)C(O)=O.[OH-].[Na+]. The catalyst is O1CCCC1.C(OCC)(=O)C.C(Cl)Cl. The product is [CH3:14][N:16]([CH3:19])[S:23]([NH:22][N:1]1[CH2:2][CH2:3][NH:4][CH2:5][CH2:6]1)(=[O:25])=[O:24]. The yield is 1.00.